This data is from Forward reaction prediction with 1.9M reactions from USPTO patents (1976-2016). The task is: Predict the product of the given reaction. (1) Given the reactants [NH2:1][C:2]1[N:3]([CH3:25])[C:4](=[O:24])[C:5]2([C:12]3[CH:13]=[CH:14][C:15]([O:17][CH3:18])=[CH:16][C:11]=3[CH2:10][CH2:9][C:8]3[CH:19]=[CH:20][C:21](Br)=[CH:22][C:7]2=3)[N:6]=1.[N:26]1[CH:31]=[CH:30][CH:29]=[C:28](B(O)O)[CH:27]=1.[C:35]([O-])([O-])=O.[Na+].[Na+], predict the reaction product. The product is: [NH2:1][C:2]1[N:3]([CH3:25])[C:4](=[O:24])[C:5]2([C:12]3[CH:13]=[CH:14][C:15]([O:17][CH3:18])=[C:16]([CH3:35])[C:11]=3[CH2:10][CH2:9][C:8]3[CH:19]=[CH:20][C:21]([C:28]4[CH:27]=[N:26][CH:31]=[CH:30][CH:29]=4)=[CH:22][C:7]2=3)[N:6]=1. (2) Given the reactants [NH2:1][C:2]1[CH:7]=[CH:6][C:5](Br)=[CH:4][N:3]=1.[CH3:9][Si:10]([C:13]#[CH:14])([CH3:12])[CH3:11].C(N(CC)CC)C, predict the reaction product. The product is: [CH3:9][Si:10]([C:13]#[C:14][C:5]1[CH:6]=[CH:7][C:2]([NH2:1])=[N:3][CH:4]=1)([CH3:12])[CH3:11]. (3) Given the reactants [CH2:1]([C@@:5]1([CH2:28][CH3:29])[NH:11][C@H:10]([C:12]2[CH:17]=[CH:16][CH:15]=[CH:14][CH:13]=2)[C:9]2[CH:18]=[C:19]([O:24][CH3:25])[C:20]([CH2:22][NH2:23])=[CH:21][C:8]=2[S:7](=[O:27])(=[O:26])[CH2:6]1)[CH2:2][CH2:3][CH3:4].CCN(CC)CC.Cl[C:38](=[O:43])[C:39]([O:41][CH3:42])=[O:40], predict the reaction product. The product is: [CH2:1]([C@@:5]1([CH2:28][CH3:29])[NH:11][C@H:10]([C:12]2[CH:13]=[CH:14][CH:15]=[CH:16][CH:17]=2)[C:9]2[CH:18]=[C:19]([O:24][CH3:25])[C:20]([CH2:22][NH:23][C:38](=[O:43])[C:39]([O:41][CH3:42])=[O:40])=[CH:21][C:8]=2[S:7](=[O:26])(=[O:27])[CH2:6]1)[CH2:2][CH2:3][CH3:4].